From a dataset of Forward reaction prediction with 1.9M reactions from USPTO patents (1976-2016). Predict the product of the given reaction. (1) Given the reactants [N:1]1[C:6]2[CH:7]=[CH:8][S:9][C:5]=2[C:4](=[O:10])[NH:3][CH:2]=1.[Br:11]Br.C(=O)(O)[O-].[Na+], predict the reaction product. The product is: [Br:11][C:7]1[C:6]2[N:1]=[CH:2][NH:3][C:4](=[O:10])[C:5]=2[S:9][CH:8]=1. (2) Given the reactants [Cl:1][C:2]1[C:10]2[N:9]=[C:8]3[NH:11][CH2:12][CH2:13][N:7]3[C:6]=2[C:5]([CH:14]([CH2:17][CH3:18])[CH2:15][CH3:16])=[CH:4][CH:3]=1.[H-].[Na+].[CH3:21][C:22]1[CH:27]=[C:26]([CH3:28])[C:25]([C:29](C)=[O:30])=[C:24]([CH3:32])[CH:23]=1, predict the reaction product. The product is: [Cl:1][C:2]1[C:10]2[N:9]=[C:8]3[N:11]([C:29]([C:25]4[C:24]([CH3:32])=[CH:23][C:22]([CH3:21])=[CH:27][C:26]=4[CH3:28])=[O:30])[CH2:12][CH2:13][N:7]3[C:6]=2[C:5]([CH:14]([CH2:17][CH3:18])[CH2:15][CH3:16])=[CH:4][CH:3]=1. (3) Given the reactants C([N:8]1[N:12]=[N:11][C:10]([C:13]2[CH:14]=[C:15]([C:19]3[N:20]=[CH:21][N:22]([C:24]([N:26]([CH:28]4[CH2:33][CH2:32][CH2:31][CH2:30][CH2:29]4)[CH3:27])=[O:25])[CH:23]=3)[CH:16]=[CH:17][CH:18]=2)=[N:9]1)C1C=CC=CC=1.C1CCCCC=1, predict the reaction product. The product is: [N:11]1[NH:12][N:8]=[N:9][C:10]=1[C:13]1[CH:14]=[C:15]([C:19]2[N:20]=[CH:21][N:22]([C:24]([N:26]([CH:28]3[CH2:33][CH2:32][CH2:31][CH2:30][CH2:29]3)[CH3:27])=[O:25])[CH:23]=2)[CH:16]=[CH:17][CH:18]=1. (4) Given the reactants [C:1]([NH:4][C:5]1[CH:10]=[CH:9][CH:8]=[CH:7][C:6]=1[O:11][C:12]1[CH:17]=[CH:16][CH:15]=[CH:14][CH:13]=1)(=[O:3])[CH3:2].I[C:19]1[CH:24]=[CH:23][CH:22]=[CH:21][C:20]=1[O:25][CH3:26].C(=O)([O-])[O-].[K+].[K+].C(OCC)(=O)C, predict the reaction product. The product is: [C:1]([N:4]([C:19]1[CH:24]=[CH:23][CH:22]=[CH:21][C:20]=1[O:25][CH3:26])[C:5]1[CH:10]=[CH:9][CH:8]=[CH:7][C:6]=1[O:11][C:12]1[CH:17]=[CH:16][CH:15]=[CH:14][CH:13]=1)(=[O:3])[CH3:2]. (5) Given the reactants Cl.O.[OH:3][C:4]12[C:15]3[C:10](=[CH:11][CH:12]=[CH:13][C:14]=3[N+:16]([O-])=O)[C:9](=[O:19])[C:8]1([NH:20][C:21]([C:23]1[N:24]=[C:25]3[N:30]=[CH:29][CH:28]=[CH:27][N:26]3[CH:31]=1)=[O:22])[C:7]1[CH:32]=[CH:33][C:34]([CH:36]([CH3:38])[CH3:37])=[CH:35][C:6]=1[O:5]2, predict the reaction product. The product is: [NH2:16][C:14]1[CH:13]=[CH:12][CH:11]=[C:10]2[C:15]=1[C:4](=[O:3])[C:8]1([NH:20][C:21]([C:23]3[N:24]=[C:25]4[N:30]=[CH:29][CH:28]=[CH:27][N:26]4[CH:31]=3)=[O:22])[C:7]3[CH:32]=[CH:33][C:34]([CH:36]([CH3:37])[CH3:38])=[CH:35][C:6]=3[O:5][C:9]12[OH:19]. (6) Given the reactants CS[C:3](=[N:7][C:8]1[CH:13]=[CH:12][CH:11]=[CH:10][C:9]=1[F:14])[CH:4]([CH3:6])[CH3:5].[C:15]1([C:25]2[CH:30]=[CH:29][CH:28]=[CH:27][CH:26]=2)[CH:20]=[CH:19][C:18]([C:21]([NH:23][NH2:24])=O)=[CH:17][CH:16]=1.C1(C)C=CC(S(O)(=O)=O)=CC=1, predict the reaction product. The product is: [C:15]1([C:25]2[CH:30]=[CH:29][CH:28]=[CH:27][CH:26]=2)[CH:20]=[CH:19][C:18]([C:21]2[N:7]([C:8]3[CH:13]=[CH:12][CH:11]=[CH:10][C:9]=3[F:14])[C:3]([CH:4]([CH3:6])[CH3:5])=[N:24][N:23]=2)=[CH:17][CH:16]=1. (7) Given the reactants [Al+3].[Cl-].[Cl-].[Cl-].C(NB)(C)(C)C.[CH2:11]([N:18]1[CH2:26][CH:25]2[CH:21]([C:22](=O)[C:23]3[S:29][CH:28]=[CH:27][C:24]=32)[CH2:20][CH2:19]1)[C:12]1[CH:17]=[CH:16][CH:15]=[CH:14][CH:13]=1.[Al+3].[Cl-].[Cl-].[Cl-].B.Cl.[OH-].[Na+], predict the reaction product. The product is: [CH2:11]([N:18]1[CH2:26][CH:25]2[CH:21]([CH2:22][C:23]3[S:29][CH:28]=[CH:27][C:24]=32)[CH2:20][CH2:19]1)[C:12]1[CH:13]=[CH:14][CH:15]=[CH:16][CH:17]=1.